Predict the reaction yield, written as a fraction of the theoretical maximum amount of product (1.0 means a 100% yield; for example, 0.34 means a 34% yield). From a dataset of Reaction yield outcomes from USPTO patents with 853,638 reactions. The reactants are CCN(C(C)C)C(C)C.C1C=CC2N(O)N=NC=2C=1.CCN=C=NCCCN(C)C.[C:31]1([C:37]2[NH:41][N:40]=[C:39]([C:42]([NH:44][CH2:45][C:46]([OH:48])=O)=[O:43])[CH:38]=2)[CH:36]=[CH:35][CH:34]=[CH:33][CH:32]=1.Cl.[F:50][C:51]1[CH:52]=[C:53]([CH:59]=[C:60]([C:62]([F:65])([F:64])[F:63])[CH:61]=1)[O:54][CH:55]1[CH2:58][NH:57][CH2:56]1.Cl.FC(F)(F)C1C=C(C=CC=1)OC1CNC1. The catalyst is CN(C=O)C. The product is [F:50][C:51]1[CH:52]=[C:53]([CH:59]=[C:60]([C:62]([F:64])([F:63])[F:65])[CH:61]=1)[O:54][CH:55]1[CH2:58][N:57]([C:46](=[O:48])[CH2:45][NH:44][C:42]([C:39]2[CH:38]=[C:37]([C:31]3[CH:32]=[CH:33][CH:34]=[CH:35][CH:36]=3)[NH:41][N:40]=2)=[O:43])[CH2:56]1. The yield is 0.244.